This data is from Peptide-MHC class I binding affinity with 185,985 pairs from IEDB/IMGT. The task is: Regression. Given a peptide amino acid sequence and an MHC pseudo amino acid sequence, predict their binding affinity value. This is MHC class I binding data. (1) The peptide sequence is ATPGMQIRGF. The MHC is Mamu-A02 with pseudo-sequence Mamu-A02. The binding affinity (normalized) is 0.472. (2) The peptide sequence is SLNRNFTLV. The MHC is HLA-A02:06 with pseudo-sequence HLA-A02:06. The binding affinity (normalized) is 1.00. (3) The peptide sequence is GYLEGTRTL. The MHC is HLA-A02:03 with pseudo-sequence HLA-A02:03. The binding affinity (normalized) is 0.0847. (4) The peptide sequence is NHIHVELSL. The MHC is HLA-B38:01 with pseudo-sequence HLA-B38:01. The binding affinity (normalized) is 0.612. (5) The peptide sequence is VSHCRATEY. The MHC is HLA-A03:01 with pseudo-sequence HLA-A03:01. The binding affinity (normalized) is 0.354. (6) The peptide sequence is AVLDRDGNFR. The MHC is HLA-A31:01 with pseudo-sequence HLA-A31:01. The binding affinity (normalized) is 0.815.